This data is from NCI-60 drug combinations with 297,098 pairs across 59 cell lines. The task is: Regression. Given two drug SMILES strings and cell line genomic features, predict the synergy score measuring deviation from expected non-interaction effect. Drug 1: CC1=C2C(C(=O)C3(C(CC4C(C3C(C(C2(C)C)(CC1OC(=O)C(C(C5=CC=CC=C5)NC(=O)OC(C)(C)C)O)O)OC(=O)C6=CC=CC=C6)(CO4)OC(=O)C)OC)C)OC. Drug 2: C1CCC(C1)C(CC#N)N2C=C(C=N2)C3=C4C=CNC4=NC=N3. Cell line: A549. Synergy scores: CSS=51.7, Synergy_ZIP=4.72, Synergy_Bliss=3.60, Synergy_Loewe=-6.35, Synergy_HSA=5.65.